Task: Predict the reaction yield, written as a fraction of the theoretical maximum amount of product (1.0 means a 100% yield; for example, 0.34 means a 34% yield).. Dataset: Reaction yield outcomes from USPTO patents with 853,638 reactions (1) The reactants are Cl[CH2:2][CH2:3][CH2:4][C:5]([C:7]1[CH:12]=[CH:11][C:10]([CH2:13][C:14](N(OC)C)=[O:15])=[CH:9][CH:8]=1)=[O:6].[OH-:20].[K+].Cl. The catalyst is C(O)C. The product is [CH:4]1([C:5]([C:7]2[CH:8]=[CH:9][C:10]([CH2:13][C:14]([OH:15])=[O:20])=[CH:11][CH:12]=2)=[O:6])[CH2:3][CH2:2]1. The yield is 0.950. (2) The reactants are [NH2:1][C:2]1[N:7]=[C:6](/[C:8](=[C:11]2\[NH:12][C:13]3[CH:21]=[CH:20][CH:19]=[CH:18][C:14]=3[N:15]\2[CH2:16][CH3:17])/[C:9]#[N:10])[C:5]([CH3:22])=[CH:4][N:3]=1.[C:23]([N:26]1[CH2:31][CH2:30][CH:29]([C:32](O)=[O:33])[CH2:28][CH2:27]1)(=[O:25])[CH3:24]. No catalyst specified. The product is [C:23]([N:26]1[CH2:27][CH2:28][CH:29]([C:32]([NH:1][C:2]2[N:7]=[C:6](/[C:8](/[C:9]#[N:10])=[C:11]3\[NH:12][C:13]4[CH:21]=[CH:20][CH:19]=[CH:18][C:14]=4[N:15]\3[CH2:16][CH3:17])[C:5]([CH3:22])=[CH:4][N:3]=2)=[O:33])[CH2:30][CH2:31]1)(=[O:25])[CH3:24]. The yield is 0.820. (3) The reactants are [OH:1][CH2:2][CH2:3][O:4][CH2:5][CH2:6][O:7][C:8]1[CH:13]=[CH:12][C:11]([C:14]2[CH:19]=[CH:18][C:17]([N:20]3[C:24]([CH3:26])([CH3:25])[C:23](=[O:27])[N:22]([C:28]4[CH:35]=[CH:34][C:31]([C:32]#[N:33])=[C:30]([C:36]([F:39])([F:38])[F:37])[CH:29]=4)[C:21]3=[S:40])=[CH:16][CH:15]=2)=[CH:10][CH:9]=1.C(N(CC)CC)C.Cl[C:49](Cl)([O:51]C(=O)OC(Cl)(Cl)Cl)Cl.Cl.[NH2:61][C@@H:62]([C:87]([CH3:90])([CH3:89])[CH3:88])[C:63]([N:65]1[CH2:69][C@H:68]([OH:70])[CH2:67][C@H:66]1[C:71]([NH:73][CH2:74][C:75]1[CH:80]=[CH:79][C:78]([C:81]2[S:85][CH:84]=[N:83][C:82]=2[CH3:86])=[CH:77][CH:76]=1)=[O:72])=[O:64]. The catalyst is ClCCl.O. The product is [OH:70][C@H:68]1[CH2:69][N:65]([C:63](=[O:64])[C@@H:62]([NH:61][C:49](=[O:51])[O:1][CH2:2][CH2:3][O:4][CH2:5][CH2:6][O:7][C:8]2[CH:9]=[CH:10][C:11]([C:14]3[CH:15]=[CH:16][C:17]([N:20]4[C:24]([CH3:25])([CH3:26])[C:23](=[O:27])[N:22]([C:28]5[CH:35]=[CH:34][C:31]([C:32]#[N:33])=[C:30]([C:36]([F:39])([F:37])[F:38])[CH:29]=5)[C:21]4=[S:40])=[CH:18][CH:19]=3)=[CH:12][CH:13]=2)[C:87]([CH3:90])([CH3:89])[CH3:88])[C@H:66]([C:71](=[O:72])[NH:73][CH2:74][C:75]2[CH:80]=[CH:79][C:78]([C:81]3[S:85][CH:84]=[N:83][C:82]=3[CH3:86])=[CH:77][CH:76]=2)[CH2:67]1. The yield is 0.0600. (4) The reactants are [CH:1]([C:4]1[CH:10]=[CH:9][C:7]([NH2:8])=[CH:6][CH:5]=1)([CH3:3])[CH3:2].Cl[C:12]([O:14][C:15]1[CH:20]=[CH:19][C:18]([N+:21]([O-:23])=[O:22])=[CH:17][CH:16]=1)=[O:13]. The catalyst is C(Cl)Cl.N1C=CC=CC=1. The product is [N+:21]([C:18]1[CH:17]=[CH:16][C:15]([O:14][C:12](=[O:13])[NH:8][C:7]2[CH:9]=[CH:10][C:4]([CH:1]([CH3:3])[CH3:2])=[CH:5][CH:6]=2)=[CH:20][CH:19]=1)([O-:23])=[O:22]. The yield is 0.950. (5) The reactants are B1[CH:6]2[CH2:7][CH2:8][CH2:9][CH:2]1CC[CH2:5]2.[C:10]1([CH:16]([C:22]2[CH:27]=[CH:26][CH:25]=[CH:24][CH:23]=2)[N:17]2[CH2:20][C:19](=[CH2:21])[CH2:18]2)[CH:15]=[CH:14][CH:13]=[CH:12][CH:11]=1.BrC1N=C([NH:35][C:36](=[O:42])[O:37][C:38]([CH3:41])([CH3:40])[CH3:39])C=CC=1.C([O-])([O-])=O.[Cs+].[Cs+].C[N:50](C=O)C. The catalyst is C1COCC1.O. The product is [C:10]1([CH:16]([C:22]2[CH:27]=[CH:26][CH:25]=[CH:24][CH:23]=2)[N:17]2[CH2:20][CH:19]([CH2:21][C:2]3[N:50]=[C:6]([CH2:5][NH:35][C:36](=[O:42])[O:37][C:38]([CH3:41])([CH3:40])[CH3:39])[CH:7]=[CH:8][CH:9]=3)[CH2:18]2)[CH:11]=[CH:12][CH:13]=[CH:14][CH:15]=1. The yield is 0.560. (6) The reactants are C(N(CC)CC)C.[C:8](OC(=O)C)(=[O:10])[CH3:9].[C:15]([O:19][C:20]([N:22]1[C@@H:27]([C@@H:28]([OH:40])[C@@H:29]([NH2:39])[CH2:30][C:31]2[CH:36]=[C:35]([F:37])[CH:34]=[C:33]([F:38])[CH:32]=2)[CH2:26][O:25][C@@H:24]([CH2:41][OH:42])[CH2:23]1)=[O:21])([CH3:18])([CH3:17])[CH3:16]. The catalyst is O1CCCC1. The product is [C:15]([O:19][C:20]([N:22]1[C@@H:27]([C@@H:28]([OH:40])[C@@H:29]([NH:39][C:8](=[O:10])[CH3:9])[CH2:30][C:31]2[CH:32]=[C:33]([F:38])[CH:34]=[C:35]([F:37])[CH:36]=2)[CH2:26][O:25][C@@H:24]([CH2:41][OH:42])[CH2:23]1)=[O:21])([CH3:17])([CH3:18])[CH3:16]. The yield is 0.684. (7) The reactants are [CH:1]([C:4]1[CH:9]=[CH:8][CH:7]=[C:6]([CH:10]([CH3:12])[CH3:11])[C:5]=1[N:13]1[CH2:17][C:16](=[NH:18])[N:15]([C:19]2[C:24]([CH:25]([CH3:27])[CH3:26])=[CH:23][CH:22]=[CH:21][C:20]=2[CH:28]([CH3:30])[CH3:29])[CH2:14]1)([CH3:3])[CH3:2].[Cl-:31].[Cl-].[Cl-].[CH:34]1([Ti+3:39])[CH:38]=[CH:37][CH:36]=[CH:35]1.C(N(CC)CC)C. The catalyst is C1(C)C=CC=CC=1. The product is [Cl-:31].[Cl-:31].[CH:34]1([Ti+2:39])[CH:38]=[CH:37][CH:36]=[CH:35]1.[CH:1]([C:4]1[CH:9]=[CH:8][CH:7]=[C:6]([CH:10]([CH3:12])[CH3:11])[C:5]=1[N:13]1[CH2:17][C:16](=[NH:18])[N:15]([C:19]2[C:20]([CH:28]([CH3:30])[CH3:29])=[CH:21][CH:22]=[CH:23][C:24]=2[CH:25]([CH3:27])[CH3:26])[CH2:14]1)([CH3:3])[CH3:2]. The yield is 0.890. (8) The reactants are [F:1][C:2]([F:7])([F:6])[C:3](O)=O.[NH:8]1[CH2:13][CH2:12][CH:11]([CH2:14][O:15][C:16]2[CH:21]=[CH:20][C:19]([C:22]3[CH:32]=[CH:31][C:25]4[S:26](=[O:30])(=[O:29])[CH2:27][CH2:28][C:24]=4[CH:23]=3)=[CH:18][CH:17]=2)[CH2:10][CH2:9]1.FC(F)(F)S(OCC(F)(F)F)(=O)=O.C([O-])([O-])=O.[K+].[K+].O. The catalyst is CS(C)=O. The product is [F:1][C:2]([F:7])([F:6])[CH2:3][N:8]1[CH2:13][CH2:12][CH:11]([CH2:14][O:15][C:16]2[CH:17]=[CH:18][C:19]([C:22]3[CH:32]=[CH:31][C:25]4[S:26](=[O:30])(=[O:29])[CH2:27][CH2:28][C:24]=4[CH:23]=3)=[CH:20][CH:21]=2)[CH2:10][CH2:9]1. The yield is 0.180.